This data is from HIV replication inhibition screening data with 41,000+ compounds from the AIDS Antiviral Screen. The task is: Binary Classification. Given a drug SMILES string, predict its activity (active/inactive) in a high-throughput screening assay against a specified biological target. (1) The molecule is CCCc1onc(CCC(=O)N(Cc2ccccc2)Cc2ccccc2)c1CC. The result is 0 (inactive). (2) The molecule is NS(=O)(=O)c1ccc(Nc2c3ccccc3nc3c(C(=O)NCCO)cccc23)cc1. The result is 0 (inactive). (3) The drug is O=c1c2c(nc3n1CCC3)sc1c(O)c(Br)ccc12. The result is 0 (inactive). (4) The molecule is CC(C)CCCC(C)C1CCC2C3CCC4CC(CCC=C(c5cc(Br)c(O)c(C(=O)O)c5)c5cc(Br)c(O)c(C(=O)O)c5)CCC4(C)C3CCC12C.N. The result is 1 (active). (5) The compound is Oc1nc(S)nc2c1sc(=S)n2-c1ccccc1. The result is 0 (inactive).